From a dataset of Reaction yield outcomes from USPTO patents with 853,638 reactions. Predict the reaction yield, written as a fraction of the theoretical maximum amount of product (1.0 means a 100% yield; for example, 0.34 means a 34% yield). (1) The reactants are [Cl:1][C:2]1[N:3]=[N:4][C:5](Cl)=[CH:6][C:7]=1[C:8]1[CH:13]=[CH:12][CH:11]=[CH:10][CH:9]=1.[N:15]1[CH:20]=[CH:19][CH:18]=[N:17][C:16]=1[N:21]1[CH2:26][CH2:25][NH:24][CH2:23][CH2:22]1. No catalyst specified. The product is [Cl:1][C:2]1[N:3]=[N:4][C:5]([N:24]2[CH2:25][CH2:26][N:21]([C:16]3[N:15]=[CH:20][CH:19]=[CH:18][N:17]=3)[CH2:22][CH2:23]2)=[CH:6][C:7]=1[C:8]1[CH:13]=[CH:12][CH:11]=[CH:10][CH:9]=1. The yield is 0.860. (2) The reactants are [Cl:1][C:2]1[CH:7]=[CH:6][C:5]([S:8]([NH:11][CH:12]2[CH2:17][CH:16]3[CH:18]([OH:19])[CH:13]2[CH2:14][CH2:15]3)(=[O:10])=[O:9])=[CH:4][CH:3]=1.C(=O)([O-])[O-].[Cs+].[Cs+].Br[CH2:27][C:28]1[CH:35]=[CH:34][C:31]([C:32]#[N:33])=[CH:30][CH:29]=1. The catalyst is CN(C)C=O. The product is [C:32]([C:31]1[CH:34]=[CH:35][C:28]([CH2:27][N:11]([CH:12]2[CH2:17][CH:16]3[CH:18]([OH:19])[CH:13]2[CH2:14][CH2:15]3)[S:8]([C:5]2[CH:6]=[CH:7][C:2]([Cl:1])=[CH:3][CH:4]=2)(=[O:9])=[O:10])=[CH:29][CH:30]=1)#[N:33]. The yield is 0.490. (3) The reactants are [F:1][C:2]1[C:7]([NH:8][C:9](=O)[C:10]2[CH:15]=[C:14]([C:16]3[CH:21]=[CH:20][CH:19]=[C:18]([F:22])[CH:17]=3)[CH:13]=[C:12]([CH3:23])[C:11]=2[O:24][CH3:25])=[C:6]([CH3:27])[C:5]([OH:28])=[CH:4][CH:3]=1.O. The catalyst is C1COCC1. The product is [F:1][C:2]1[CH:3]=[CH:4][C:5]([OH:28])=[C:6]([CH3:27])[C:7]=1[NH:8][CH2:9][C:10]1[CH:15]=[C:14]([C:16]2[CH:21]=[CH:20][CH:19]=[C:18]([F:22])[CH:17]=2)[CH:13]=[C:12]([CH3:23])[C:11]=1[O:24][CH3:25]. The yield is 0.220. (4) The reactants are [N+:1]([C:4]1[CH:5]=[C:6]2[C:10](=[CH:11][CH:12]=1)[NH:9][CH2:8][CH2:7]2)([O-:3])=[O:2].[CH3:13][S:14](Cl)(=[O:16])=[O:15].C(N(CC)CC)C.O. The catalyst is ClCCl. The product is [CH3:13][S:14]([N:9]1[C:10]2[C:6](=[CH:5][C:4]([N+:1]([O-:3])=[O:2])=[CH:12][CH:11]=2)[CH2:7][CH2:8]1)(=[O:16])=[O:15]. The yield is 0.920. (5) The reactants are [Br:1][C:2]1[CH:7]=[CH:6][C:5]([C:8]([F:14])([F:13])[CH2:9]CC#N)=[CH:4][CH:3]=1.[OH-:15].[K+].[CH2:17]([OH:20])[CH2:18]O. The catalyst is O. The product is [Br:1][C:2]1[CH:7]=[CH:6][C:5]([C:8]([F:14])([F:13])[CH2:9][CH2:18][C:17]([OH:20])=[O:15])=[CH:4][CH:3]=1. The yield is 0.830. (6) The reactants are [CH:1]1([N:6]2[C:15]3[N:14]=[C:13]([NH:16][C:17]4[CH:25]=[CH:24][C:20]([C:21](O)=[O:22])=[CH:19][C:18]=4[O:26][CH3:27])[N:12]=[CH:11][C:10]=3[N:9]([CH3:28])[C:8](=[O:29])[C@H:7]2[CH2:30][CH3:31])[CH2:5][CH2:4][CH2:3][CH2:2]1.F[B-](F)(F)F.N1(OC(N(C)C)=[N+](C)C)C2C=CC=CC=2N=N1.CCN(C(C)C)C(C)C.[NH2:63][CH2:64][CH2:65][C@H:66]([NH:75][C:76]([O:78][C:79]([CH3:82])([CH3:81])[CH3:80])=[O:77])[C:67]([O:69][CH:70]1[CH2:74][CH2:73][CH2:72][CH2:71]1)=[O:68]. The catalyst is C(Cl)Cl. The yield is 0.700. The product is [C:79]([O:78][C:76]([NH:75][C@@H:66]([CH2:65][CH2:64][NH:63][C:21](=[O:22])[C:20]1[CH:24]=[CH:25][C:17]([NH:16][C:13]2[N:12]=[CH:11][C:10]3[N:9]([CH3:28])[C:8](=[O:29])[C@@H:7]([CH2:30][CH3:31])[N:6]([CH:1]4[CH2:5][CH2:4][CH2:3][CH2:2]4)[C:15]=3[N:14]=2)=[C:18]([O:26][CH3:27])[CH:19]=1)[C:67]([O:69][CH:70]1[CH2:71][CH2:72][CH2:73][CH2:74]1)=[O:68])=[O:77])([CH3:82])([CH3:81])[CH3:80].